From a dataset of Forward reaction prediction with 1.9M reactions from USPTO patents (1976-2016). Predict the product of the given reaction. Given the reactants [Br:1][C:2]1[CH:16]=[CH:15][C:5]2[C:6]3[N:7]=[C:8]([NH2:14])[S:9][C:10]=3[CH2:11][CH2:12][O:13][C:4]=2[CH:3]=1.N(OC(C)(C)C)=O.C[Si]([N:28]=[N+:29]=[N-])(C)C, predict the reaction product. The product is: [N:14]([C:8]1[S:9][C:10]2[CH2:11][CH2:12][O:13][C:4]3[CH:3]=[C:2]([Br:1])[CH:16]=[CH:15][C:5]=3[C:6]=2[N:7]=1)=[N+:28]=[N-:29].